From a dataset of Forward reaction prediction with 1.9M reactions from USPTO patents (1976-2016). Predict the product of the given reaction. Given the reactants [F:1][C:2]1[CH:31]=[CH:30][CH:29]=[CH:28][C:3]=1[CH2:4][N:5]1[C:10](=[O:11])[CH:9]=[CH:8][C:7]([CH2:12][C:13]2[C:21]3[C:16](=[CH:17][CH:18]=[CH:19][CH:20]=3)[N:15]([CH2:22][C:23]([O:25]C)=[O:24])[C:14]=2[CH3:27])=[CH:6]1.O.[OH-].[Li+], predict the reaction product. The product is: [F:1][C:2]1[CH:31]=[CH:30][CH:29]=[CH:28][C:3]=1[CH2:4][N:5]1[C:10](=[O:11])[CH:9]=[CH:8][C:7]([CH2:12][C:13]2[C:21]3[C:16](=[CH:17][CH:18]=[CH:19][CH:20]=3)[N:15]([CH2:22][C:23]([OH:25])=[O:24])[C:14]=2[CH3:27])=[CH:6]1.